Dataset: NCI-60 drug combinations with 297,098 pairs across 59 cell lines. Task: Regression. Given two drug SMILES strings and cell line genomic features, predict the synergy score measuring deviation from expected non-interaction effect. Drug 1: CC=C1C(=O)NC(C(=O)OC2CC(=O)NC(C(=O)NC(CSSCCC=C2)C(=O)N1)C(C)C)C(C)C. Drug 2: CC1C(C(CC(O1)OC2CC(OC(C2O)C)OC3=CC4=CC5=C(C(=O)C(C(C5)C(C(=O)C(C(C)O)O)OC)OC6CC(C(C(O6)C)O)OC7CC(C(C(O7)C)O)OC8CC(C(C(O8)C)O)(C)O)C(=C4C(=C3C)O)O)O)O. Cell line: MOLT-4. Synergy scores: CSS=18.9, Synergy_ZIP=3.42, Synergy_Bliss=4.80, Synergy_Loewe=-26.0, Synergy_HSA=-2.31.